This data is from Catalyst prediction with 721,799 reactions and 888 catalyst types from USPTO. The task is: Predict which catalyst facilitates the given reaction. (1) Reactant: O[C@H:2]1[CH2:11][CH2:10][CH2:9][C:8]2[CH:7]=[C:6]([CH:12]=[O:13])[CH:5]=[CH:4][C:3]1=2.C1(P([N:28]=[N+:29]=[N-:30])(C2C=CC=CC=2)=O)C=CC=CC=1.N12CCCN=C1CCCCC2. Product: [N:28]([C@@H:2]1[CH2:11][CH2:10][CH2:9][C:8]2[CH:7]=[C:6]([CH:12]=[O:13])[CH:5]=[CH:4][C:3]1=2)=[N+:29]=[N-:30]. The catalyst class is: 11. (2) Reactant: [CH3:1][C:2]1[C:3]([C:11]2[S:15][C:14]([C:16]([OH:18])=O)=[CH:13][CH:12]=2)=[N:4][O:5][C:6]=1[C:7]([F:10])([F:9])[F:8].[OH:19][C:20]1([C:26]([F:29])([F:28])[F:27])[CH2:25][CH2:24][NH:23][CH2:22][CH2:21]1.C1COCC1.N1CCCCC1. Product: [OH:19][C:20]1([C:26]([F:29])([F:27])[F:28])[CH2:25][CH2:24][N:23]([C:16]([C:14]2[S:15][C:11]([C:3]3[C:2]([CH3:1])=[C:6]([C:7]([F:8])([F:9])[F:10])[O:5][N:4]=3)=[CH:12][CH:13]=2)=[O:18])[CH2:22][CH2:21]1. The catalyst class is: 66. (3) Reactant: CCCC[N+](CCCC)(CCCC)CCCC.[F-].C1(S([N:28]2[C:36]3[C:31](=[CH:32][CH:33]=[C:34]([N+:37]([O-:39])=[O:38])[CH:35]=3)[C:30]([C:40]3[CH:47]=[CH:46][C:43]([C:44]#[N:45])=[CH:42][CH:41]=3)=[CH:29]2)(=O)=O)C=CC=CC=1.C(=O)(O)[O-].[Na+]. Product: [N+:37]([C:34]1[CH:35]=[C:36]2[C:31]([C:30]([C:40]3[CH:41]=[CH:42][C:43]([C:44]#[N:45])=[CH:46][CH:47]=3)=[CH:29][NH:28]2)=[CH:32][CH:33]=1)([O-:39])=[O:38]. The catalyst class is: 1. (4) Reactant: [NH:1]1[CH2:4][CH:3]([CH:5]([C:10]2[CH:11]=[C:12]([CH:18]=[C:19]([F:21])[CH:20]=2)[C:13]([O:15][CH2:16][CH3:17])=[O:14])[C:6]([F:9])([CH3:8])[CH3:7])[CH2:2]1.Br[CH:23]([C:32]1[CH:37]=[CH:36][C:35]([Cl:38])=[CH:34][CH:33]=1)[C:24]1[CH:25]=[C:26]([CH:29]=[CH:30][CH:31]=1)[C:27]#[N:28].CCN(C(C)C)C(C)C. Product: [Cl:38][C:35]1[CH:36]=[CH:37][C:32]([CH:23]([C:24]2[CH:31]=[CH:30][CH:29]=[C:26]([C:27]#[N:28])[CH:25]=2)[N:1]2[CH2:4][CH:3]([CH:5]([C:10]3[CH:11]=[C:12]([CH:18]=[C:19]([F:21])[CH:20]=3)[C:13]([O:15][CH2:16][CH3:17])=[O:14])[C:6]([F:9])([CH3:8])[CH3:7])[CH2:2]2)=[CH:33][CH:34]=1. The catalyst class is: 10. (5) Reactant: [Br:1][C:2]1[CH:7]=[CH:6][C:5]([CH2:8]Br)=[C:4]([N+:10]([O-:12])=[O:11])[CH:3]=1.[CH3:13][O-:14].[Na+]. Product: [Br:1][C:2]1[CH:7]=[CH:6][C:5]([CH2:8][O:14][CH3:13])=[C:4]([N+:10]([O-:12])=[O:11])[CH:3]=1. The catalyst class is: 5.